This data is from Forward reaction prediction with 1.9M reactions from USPTO patents (1976-2016). The task is: Predict the product of the given reaction. (1) Given the reactants [CH3:1][O:2][C:3]1[CH:9]=[CH:8][C:6]([NH2:7])=[CH:5][CH:4]=1.I[CH3:11], predict the reaction product. The product is: [CH3:1][O:2][C:3]1[CH:9]=[CH:8][C:6]([NH:7][CH3:11])=[CH:5][CH:4]=1. (2) The product is: [C:15]([C:16]1[CH:17]=[C:18]([NH2:19])[N:12]([C:4]2[CH:3]=[N:2][C:11]3[C:6]([CH:5]=2)=[CH:7][CH:8]=[CH:9][CH:10]=3)[N:13]=1)([CH3:22])([CH3:21])[CH3:14]. Given the reactants Cl.[N:2]1[C:11]2[C:6](=[CH:7][CH:8]=[CH:9][CH:10]=2)[CH:5]=[C:4]([NH:12][NH2:13])[CH:3]=1.[CH3:14][C:15]([CH3:22])([CH3:21])[C:16](=O)[CH2:17][C:18]#[N:19], predict the reaction product. (3) Given the reactants [CH2:1]([C:3]1[N:4]=[C:5]([CH2:8][S:9][C:10]2[NH:18][C:17]3[C:16](=[O:19])[N:15]([CH3:20])[C:14](=[O:21])[N:13]([CH3:22])[C:12]=3[N:11]=2)[O:6][CH:7]=1)[CH3:2].Br[CH2:24][C:25]1[CH:30]=[CH:29][CH:28]=[C:27]([O:31][C:32]([F:35])([F:34])[F:33])[CH:26]=1.C(=O)([O-])[O-].[K+].[K+], predict the reaction product. The product is: [CH2:1]([C:3]1[N:4]=[C:5]([CH2:8][S:9][C:10]2[N:18]([CH2:24][C:25]3[CH:30]=[CH:29][CH:28]=[C:27]([O:31][C:32]([F:33])([F:34])[F:35])[CH:26]=3)[C:17]3[C:16](=[O:19])[N:15]([CH3:20])[C:14](=[O:21])[N:13]([CH3:22])[C:12]=3[N:11]=2)[O:6][CH:7]=1)[CH3:2].